Dataset: Forward reaction prediction with 1.9M reactions from USPTO patents (1976-2016). Task: Predict the product of the given reaction. (1) Given the reactants [OH:1][C:2]1[CH:3]=[CH:4][C:5]([CH3:8])=[N:6][CH:7]=1.[Br:9]Br, predict the reaction product. The product is: [Br:9][C:7]1[C:2]([OH:1])=[CH:3][CH:4]=[C:5]([CH3:8])[N:6]=1. (2) Given the reactants [Cl:1][C:2]1[CH:3]=[C:4]([CH:15]=[CH:16][C:17]=1[Cl:18])[O:5][C:6]1[N:10]([CH3:11])[N:9]=[C:8]([CH3:12])[C:7]=1[CH:13]=[O:14].CC(=CC)C.Cl([O-])=[O:25].[Na+].P([O-])(O)(O)=O.[Na+], predict the reaction product. The product is: [Cl:1][C:2]1[CH:3]=[C:4]([CH:15]=[CH:16][C:17]=1[Cl:18])[O:5][C:6]1[N:10]([CH3:11])[N:9]=[C:8]([CH3:12])[C:7]=1[C:13]([OH:25])=[O:14]. (3) Given the reactants [NH:1]1[CH2:6][CH2:5][C:4](=[O:7])[CH2:3][CH2:2]1.[Cl:8][C:9]1[CH:10]=[C:11]([CH:14]=[CH:15][CH:16]=1)[CH2:12]Cl, predict the reaction product. The product is: [Cl:8][C:9]1[CH:10]=[C:11]([CH:14]=[CH:15][CH:16]=1)[CH2:12][N:1]1[CH2:6][CH2:5][C:4](=[O:7])[CH2:3][CH2:2]1. (4) Given the reactants Br[C:2]1[CH:3]=[C:4]2[C:9](=[CH:10][CH:11]=1)[C:8](=[O:12])[N:7]([CH2:13][C:14]1[CH:19]=[CH:18][C:17]([S:20]([CH3:23])(=[O:22])=[O:21])=[CH:16][CH:15]=1)[CH:6]=[C:5]2[CH:24]=[O:25].[CH:26]1([NH:29][C:30](=[O:48])[C:31]2[CH:36]=[C:35](B3OC(C)(C)C(C)(C)O3)[C:34]([CH3:46])=[C:33]([F:47])[CH:32]=2)[CH2:28][CH2:27]1, predict the reaction product. The product is: [CH:26]1([NH:29][C:30](=[O:48])[C:31]2[CH:36]=[C:35]([C:2]3[CH:3]=[C:4]4[C:9](=[CH:10][CH:11]=3)[C:8](=[O:12])[N:7]([CH2:13][C:14]3[CH:19]=[CH:18][C:17]([S:20]([CH3:23])(=[O:21])=[O:22])=[CH:16][CH:15]=3)[CH:6]=[C:5]4[CH:24]=[O:25])[C:34]([CH3:46])=[C:33]([F:47])[CH:32]=2)[CH2:27][CH2:28]1. (5) The product is: [Cl:1][C:2]1[C:3]([N:18]2[CH2:23][CH2:22][CH:21]([C:24]([OH:26])=[O:25])[CH2:20][CH2:19]2)=[N:4][CH:5]=[C:6]([C:11]2[O:12][C:13]([CH2:16][CH3:17])=[CH:14][N:15]=2)[C:7]=1[N:8]([CH3:10])[CH3:9]. Given the reactants [Cl:1][C:2]1[C:3]([N:18]2[CH2:23][CH2:22][CH:21]([C:24]([O-:26])=[O:25])[CH2:20][CH2:19]2)=[N:4][CH:5]=[C:6]([C:11]2[O:12][C:13]([CH2:16][CH3:17])=[CH:14][N:15]=2)[C:7]=1[N:8]([CH3:10])[CH3:9].[OH-].[Li+].[OH-].[Na+], predict the reaction product. (6) Given the reactants [F:1][C:2]([F:13])([F:12])[C:3]1[CH:11]=[CH:10][C:6]([C:7](Cl)=[O:8])=[CH:5][CH:4]=1.[NH2:14][C:15]([CH3:31])([CH2:18][N:19]1[CH:27]=[C:26]2[C:21]([C:22]([Cl:30])=[C:23]([Cl:29])[CH:24]=[C:25]2[Cl:28])=[N:20]1)[C:16]#[N:17], predict the reaction product. The product is: [C:16]([C:15]([NH:14][C:7](=[O:8])[C:6]1[CH:10]=[CH:11][C:3]([C:2]([F:13])([F:12])[F:1])=[CH:4][CH:5]=1)([CH3:31])[CH2:18][N:19]1[CH:27]=[C:26]2[C:21]([C:22]([Cl:30])=[C:23]([Cl:29])[CH:24]=[C:25]2[Cl:28])=[N:20]1)#[N:17].